This data is from NCI-60 drug combinations with 297,098 pairs across 59 cell lines. The task is: Regression. Given two drug SMILES strings and cell line genomic features, predict the synergy score measuring deviation from expected non-interaction effect. (1) Drug 1: CC12CCC3C(C1CCC2=O)CC(=C)C4=CC(=O)C=CC34C. Drug 2: CC1=CC2C(CCC3(C2CCC3(C(=O)C)OC(=O)C)C)C4(C1=CC(=O)CC4)C. Cell line: COLO 205. Synergy scores: CSS=55.0, Synergy_ZIP=2.12, Synergy_Bliss=1.42, Synergy_Loewe=-19.4, Synergy_HSA=0.439. (2) Drug 1: CC1C(C(CC(O1)OC2CC(CC3=C2C(=C4C(=C3O)C(=O)C5=C(C4=O)C(=CC=C5)OC)O)(C(=O)CO)O)N)O.Cl. Drug 2: C1CNP(=O)(OC1)N(CCCl)CCCl. Cell line: MALME-3M. Synergy scores: CSS=-0.230, Synergy_ZIP=0.398, Synergy_Bliss=-1.43, Synergy_Loewe=-2.07, Synergy_HSA=-2.79. (3) Drug 1: C1=CC(=CC=C1C#N)C(C2=CC=C(C=C2)C#N)N3C=NC=N3. Drug 2: C1C(C(OC1N2C=NC3=C2NC=NCC3O)CO)O. Cell line: SN12C. Synergy scores: CSS=3.57, Synergy_ZIP=-1.56, Synergy_Bliss=-0.222, Synergy_Loewe=-3.13, Synergy_HSA=-1.18. (4) Drug 1: CN(C)N=NC1=C(NC=N1)C(=O)N. Drug 2: CCN(CC)CCCC(C)NC1=C2C=C(C=CC2=NC3=C1C=CC(=C3)Cl)OC. Cell line: SK-MEL-28. Synergy scores: CSS=13.3, Synergy_ZIP=3.87, Synergy_Bliss=7.98, Synergy_Loewe=0.736, Synergy_HSA=6.56. (5) Drug 1: C1=CN(C=N1)CC(O)(P(=O)(O)O)P(=O)(O)O. Drug 2: C1C(C(OC1N2C=NC(=NC2=O)N)CO)O. Cell line: RXF 393. Synergy scores: CSS=4.08, Synergy_ZIP=-2.92, Synergy_Bliss=-2.16, Synergy_Loewe=-0.992, Synergy_HSA=-0.462.